From a dataset of Reaction yield outcomes from USPTO patents with 853,638 reactions. Predict the reaction yield, written as a fraction of the theoretical maximum amount of product (1.0 means a 100% yield; for example, 0.34 means a 34% yield). (1) The reactants are [F:1][C:2]1[CH:7]=[CH:6][CH:5]=[C:4]([F:8])[C:3]=1[N:9]1[C:14]2[N:15]=[C:16]([NH:27][CH2:28][CH2:29][NH2:30])[N:17]=[C:18]([C:19]3[CH:24]=[CH:23][C:22]([F:25])=[CH:21][C:20]=3[CH3:26])[C:13]=2[CH:12]=[CH:11][C:10]1=[O:31].[CH2:32]([N:34]=[C:35]=[O:36])[CH3:33]. The catalyst is C1COCC1.C(Cl)Cl. The product is [F:1][C:2]1[CH:7]=[CH:6][CH:5]=[C:4]([F:8])[C:3]=1[N:9]1[C:14]2[N:15]=[C:16]([NH:27][CH2:28][CH2:29][NH:30][C:35]([NH:34][CH2:32][CH3:33])=[O:36])[N:17]=[C:18]([C:19]3[CH:24]=[CH:23][C:22]([F:25])=[CH:21][C:20]=3[CH3:26])[C:13]=2[CH:12]=[CH:11][C:10]1=[O:31]. The yield is 0.604. (2) The reactants are Cl.[NH2:2][OH:3].[Cl:4][C:5]1[CH:6]=[C:7]([C@@H:15]([CH2:26][CH:27]2[CH2:32][CH2:31][C:30](=O)[CH2:29][CH2:28]2)[C:16]([NH:18][C:19]2[CH:24]=[N:23][C:22]([Cl:25])=[CH:21][N:20]=2)=[O:17])[CH:8]=[CH:9][C:10]=1[S:11]([CH3:14])(=[O:13])=[O:12]. The catalyst is CO.N1C(C)=CC=CC=1C. The product is [Cl:4][C:5]1[CH:6]=[C:7]([C@@H:15]([CH2:26][CH:27]2[CH2:32][CH2:31][C:30](=[N:2][OH:3])[CH2:29][CH2:28]2)[C:16]([NH:18][C:19]2[CH:24]=[N:23][C:22]([Cl:25])=[CH:21][N:20]=2)=[O:17])[CH:8]=[CH:9][C:10]=1[S:11]([CH3:14])(=[O:13])=[O:12]. The yield is 0.937. (3) The reactants are [Br:1][C:2]1[CH:3]=[C:4]2[C:9](=[CH:10][CH:11]=1)[N:8]=[C:7]([C:12]1[CH:17]=[C:16]([O:18][CH3:19])[C:15]([O:20][CH3:21])=[C:14]([O:22][CH3:23])[CH:13]=1)[CH:6]=[C:5]2[C:24](O)=[O:25].Cl.Cl.[NH2:29][CH:30]([CH2:33][C:34]1[C:38]2[CH:39]=[N:40][CH:41]=[CH:42][C:37]=2[NH:36][CH:35]=1)[CH2:31][OH:32].C1C=CC2N(O)N=NC=2C=1.CCN=C=NCCCN(C)C. The catalyst is CN(C=O)C.O.C(N(CC)CC)C. The product is [OH:32][CH2:31][CH:30]([NH:29][C:24]([C:5]1[C:4]2[C:9](=[CH:10][CH:11]=[C:2]([Br:1])[CH:3]=2)[N:8]=[C:7]([C:12]2[CH:17]=[C:16]([O:18][CH3:19])[C:15]([O:20][CH3:21])=[C:14]([O:22][CH3:23])[CH:13]=2)[CH:6]=1)=[O:25])[CH2:33][C:34]1[C:38]2[CH:39]=[N:40][CH:41]=[CH:42][C:37]=2[NH:36][CH:35]=1. The yield is 0.160. (4) The reactants are [N:1]1([CH2:7][C:8]2[CH:13]=[CH:12][C:11]([C:14]3[CH:27]=[N:26][C:17]4[NH:18][C:19]5[CH:24]=[N:23][C:22]([NH2:25])=[CH:21][C:20]=5[C:16]=4[CH:15]=3)=[CH:10][CH:9]=2)[CH2:6][CH2:5][CH2:4][CH2:3][CH2:2]1.C=O.[CH:30]([CH:32]=O)=O.[Cl-].[NH4+:35].C(=O)(O)[O-].[Na+].[CH3:41]O. The catalyst is O1CCOCC1.O.C(Cl)Cl. The product is [N:1]1([CH2:7][C:8]2[CH:13]=[CH:12][C:11]([C:14]3[CH:27]=[N:26][C:17]4[NH:18][C:19]5[CH:24]=[N:23][C:22]([N:25]6[CH:32]=[CH:30][N:35]=[CH:41]6)=[CH:21][C:20]=5[C:16]=4[CH:15]=3)=[CH:10][CH:9]=2)[CH2:6][CH2:5][CH2:4][CH2:3][CH2:2]1. The yield is 0.170. (5) The reactants are CN(C(ON1N=NC2C=CC=CC1=2)=[N+](C)C)C.F[P-](F)(F)(F)(F)F.[OH:25][C:26]([CH:28]([C:30]1[CH:39]=[CH:38][C:33]([CH2:34][CH:35]([CH3:37])[CH3:36])=[CH:32][CH:31]=1)[CH3:29])=[O:27].[CH2:40]1[O:45][CH:44]([C:46]2[CH:51]=[CH:50][CH:49]=[CH:48][CH:47]=2)[O:43][CH2:42][CH:41]1O.C(N(CC)CC)C. The catalyst is C(Cl)Cl. The product is [CH2:34]([C:33]1[CH:32]=[CH:31][C:30]([CH:28]([CH3:29])[C:26]([O:25][CH:41]2[CH2:42][O:43][CH:44]([C:46]3[CH:47]=[CH:48][CH:49]=[CH:50][CH:51]=3)[O:45][CH2:40]2)=[O:27])=[CH:39][CH:38]=1)[CH:35]([CH3:36])[CH3:37]. The yield is 1.00. (6) The reactants are [Br:1][C:2]1[CH:7]=[CH:6][C:5]([C:8]2[NH:9][CH:10]=[C:11]([CH3:13])[N:12]=2)=[CH:4][CH:3]=1.CS(O[CH2:19][CH:20]1[CH2:24][CH2:23][N:22]([C:25]([O:27][C:28]([CH3:31])([CH3:30])[CH3:29])=[O:26])[CH2:21]1)(=O)=O.[H-].[Na+]. The catalyst is C1COCC1. The product is [Br:1][C:2]1[CH:3]=[CH:4][C:5]([C:8]2[N:12]([CH2:19][CH:20]3[CH2:24][CH2:23][N:22]([C:25]([O:27][C:28]([CH3:29])([CH3:31])[CH3:30])=[O:26])[CH2:21]3)[C:11]([CH3:13])=[CH:10][N:9]=2)=[CH:6][CH:7]=1. The yield is 0.570. (7) The catalyst is CN(C=O)C.C(OCC)(=O)C. The product is [CH3:34][N:33]1[CH:27]2[CH2:28][CH2:29][CH2:30][CH:31]1[CH2:32][CH:25]([NH:24][C:18]([C:14]1[CH:15]=[CH:16][CH:17]=[C:11]3[O:10][C:9]([C:6]4[CH:5]=[CH:4][C:3]([N:2]([CH3:21])[CH3:1])=[CH:8][CH:7]=4)=[N:13][C:12]=13)=[O:19])[CH2:26]2. The yield is 0.410. The reactants are [CH3:1][N:2]([CH3:21])[C:3]1[CH:8]=[CH:7][C:6]([C:9]2[O:10][C:11]3[C:12](=[C:14]([C:18](O)=[O:19])[CH:15]=[CH:16][CH:17]=3)[N:13]=2)=[CH:5][CH:4]=1.Cl.Cl.[NH2:24][CH:25]1[CH2:32][CH:31]2[N:33]([CH3:34])[CH:27]([CH2:28][CH2:29][CH2:30]2)[CH2:26]1.Cl.C(N=C=NCCCN(C)C)C.ON1C2C=CC=CC=2N=N1.CCN(C(C)C)C(C)C. (8) The reactants are C([N:14]1[CH2:17][CH:16]([CH2:18][CH2:19][O:20][CH3:21])[CH2:15]1)(C1C=CC=CC=1)C1C=CC=CC=1.[CH3:34][C:33]([O:32][C:30](O[C:30]([O:32][C:33]([CH3:36])([CH3:35])[CH3:34])=[O:31])=[O:31])([CH3:36])[CH3:35]. The catalyst is C(OCC)(=O)C.[PdH2].[C]. The product is [C:33]([O:32][C:30]([N:14]1[CH2:17][CH:16]([CH2:18][CH2:19][O:20][CH3:21])[CH2:15]1)=[O:31])([CH3:34])([CH3:35])[CH3:36]. The yield is 0.610. (9) The reactants are [Br:1][C:2]1[CH:7]=[C:6]([N+:8]([O-:10])=[O:9])[C:5]([NH2:11])=[C:4]([O:12][CH3:13])[CH:3]=1.OS(O)(=O)=O.[CH3:19][C:20](O)=[O:21]. The catalyst is CC(OC(C)=O)=O. The product is [Br:1][C:2]1[CH:7]=[C:6]([N+:8]([O-:10])=[O:9])[C:5]([NH:11][C:20](=[O:21])[CH3:19])=[C:4]([O:12][CH3:13])[CH:3]=1. The yield is 0.750. (10) The reactants are [CH3:1][C:2]1[C:10]([N+:11]([O-:13])=[O:12])=[CH:9][CH:8]=[CH:7][C:3]=1[C:4]([OH:6])=[O:5].[Br:14]N1C(C)(C)C(=O)N(Br)C1=O. The catalyst is OS(O)(=O)=O. The product is [Br:14][C:8]1[CH:9]=[C:10]([N+:11]([O-:13])=[O:12])[C:2]([CH3:1])=[C:3]([CH:7]=1)[C:4]([OH:6])=[O:5]. The yield is 1.00.